Dataset: Catalyst prediction with 721,799 reactions and 888 catalyst types from USPTO. Task: Predict which catalyst facilitates the given reaction. (1) Reactant: [C:1]1([CH:7]([C:23]2[CH:28]=[CH:27][CH:26]=[CH:25][CH:24]=2)[N:8]2[CH2:11]C(NCC3C=CC=CC=3)(C(O)=O)[CH2:9]2)[CH:6]=[CH:5][CH:4]=[CH:3][CH:2]=1.C([N:32](CC)[CH:33]([CH3:35])[CH3:34])(C)C.C[CH:39]([NH2:41])[CH3:40].C([O:45][CH2:46][CH3:47])(=O)C. Product: [C:23]1([CH:7]([C:1]2[CH:2]=[CH:3][CH:4]=[CH:5][CH:6]=2)[N:8]2[CH2:9][C:47]([NH:41][CH2:39][C:40]3[CH:5]=[CH:6][CH:1]=[CH:2][CH:3]=3)([C:46]([NH:32][CH:33]([CH3:34])[CH3:35])=[O:45])[CH2:11]2)[CH:24]=[CH:25][CH:26]=[CH:27][CH:28]=1. The catalyst class is: 3. (2) Reactant: I[CH2:2][CH2:3][CH2:4][C:5]#[CH:6].[NH:7]1[CH2:12][CH2:11][O:10][CH2:9][CH2:8]1. Product: [CH2:2]([N:7]1[CH2:12][CH2:11][O:10][CH2:9][CH2:8]1)[CH2:3][CH2:4][C:5]#[CH:6]. The catalyst class is: 28.